This data is from Experimentally validated miRNA-target interactions with 360,000+ pairs, plus equal number of negative samples. The task is: Binary Classification. Given a miRNA mature sequence and a target amino acid sequence, predict their likelihood of interaction. (1) The miRNA is mmu-miR-3097-3p with sequence CUCAGACCUUUCUACCUGUCAG. The protein sequence of the target gene is MEKRLQEAQVYKEEGNQRYREGKYRDAVSRYHRALLQLRGLDPSLPSPLSSLGPQGPALTPEQENILHTIQTHCYNNLAACLLQMEPVNYERVREYSQKVLERQPDNAKALYRAGVAFFHLQDYDRARHHLLAAVNRQPKDANVRRYLQLTQSELSSYHRKEKQLYLGMFG. Result: 1 (interaction). (2) The miRNA is hsa-miR-4536-3p with sequence UCGUGCAUAUAUCUACCACAU. The protein sequence of the target gene is MVGGEAAAAVEELVSGVRQAADFAEQFRSYSESEKQWKARMEFILRHLPDYRDPPDGSGRLDQLLSLSMVWANHLFLGCSYNKDLLDKVMEMADGIEVEDLPQFTTRSELMKKHQS. Result: 0 (no interaction). (3) The miRNA is hsa-miR-615-3p with sequence UCCGAGCCUGGGUCUCCCUCUU. The protein sequence of the target gene is MVSWMICRLVVLVFGMLCPAYASYKAVKTKNIREYVRWMMYWIVFALFMAAEIVTDIFISWFPFYYEIKMAFVLWLLSPYTKGASLLYRKFVHPSLSRHEKEIDAYIVQAKERSYETVLSFGKRGLNIAASAAVQAATKSQGALAGRLRSFSMQDLRSISDAPAPAYHDPLYLEDQVSHRRPPIGYRAGGLQDSDTEDECWSDTEAVPRAPARPREKPLIRSQSLRVVKRKPPVREGTSRSLKVRTRKKTVPSDVDS. Result: 1 (interaction). (4) The miRNA is hsa-miR-7153-3p with sequence CACCAUGGACGGUUUACC. The protein sequence of the target gene is MSKSLKKKSHWTSKVHESVIGRNPEGQLGFELKGGAENGQFPYLGEVKPGKVAYESGSKLVSEELLLEVNETPVAGLTIRDVLAVIKHCKDPLRLKCVKQGGIVDKDLRHYLNLRFQKGSVDHELQQIIRDNLYLRTVPCTTRPHKEGEVPGVDYIFITVEEFMELEKSGALLESGTYEDNYYGTPKPPAEPAPLLNVTDQILPGATPSAEGKRKRNKSVTNMEKASIEPPEEEEEERPVVNGNGVVITPESSEHEDKSAGASGETPSQPYPAPVYSQPEELKDQMDDTKPTKPEENEDS.... Result: 0 (no interaction). (5) The miRNA is hsa-miR-497-3p with sequence CAAACCACACUGUGGUGUUAGA. The protein sequence of the target gene is MAAEEKDPLSYFAAYGSSSSGSSDEEDNIEPEETSRRTPDPAKSAGGCRNKAEKRLPGPDELFRSVTRPAFLYNPLNKQIDWERHVVKAPEEPPKEFKIWKSNYVPPPETYTTEKKPPPPELDMAIKWSNIYEDNGDDAPQNAKKARLLPEGEETLESDDEKDEHTSKKRKVEPGEPAKKKK. Result: 0 (no interaction).